Predict the reaction yield, written as a fraction of the theoretical maximum amount of product (1.0 means a 100% yield; for example, 0.34 means a 34% yield). From a dataset of Reaction yield outcomes from USPTO patents with 853,638 reactions. (1) The reactants are [CH2:1]([O:3][C:4](=[O:18])[C:5](=O)[CH2:6][C:7]([C:9]1[CH:14]=[CH:13][C:12]([Cl:15])=[CH:11][C:10]=1[Cl:16])=O)[CH3:2].Cl.[Cl:20][C:21]1[CH:22]=[C:23]([NH:27][NH2:28])[CH:24]=[CH:25][CH:26]=1. No catalyst specified. The product is [Cl:20][C:21]1[CH:22]=[C:23]([N:27]2[C:7]([C:9]3[CH:14]=[CH:13][C:12]([Cl:15])=[CH:11][C:10]=3[Cl:16])=[CH:6][C:5]([C:4]([O:3][CH2:1][CH3:2])=[O:18])=[N:28]2)[CH:24]=[CH:25][CH:26]=1. The yield is 0.220. (2) The reactants are [CH2:1]1[C:9]2[CH:8]=[C:7]([CH2:10][OH:11])[N:6]=[CH:5][C:4]=2[CH2:3][O:2]1. The catalyst is C(Cl)Cl.[O-2].[O-2].[Mn+4]. The product is [CH2:1]1[C:9]2[CH:8]=[C:7]([CH:10]=[O:11])[N:6]=[CH:5][C:4]=2[CH2:3][O:2]1. The yield is 1.00. (3) The reactants are [CH3:1][N:2]([CH:10]1[CH2:15][CH2:14][NH:13][CH2:12][CH2:11]1)[C:3](=[O:9])[O:4][C:5]([CH3:8])([CH3:7])[CH3:6].Cl[C:17]1[N:22]=[N:21][C:20]([C:23]#[N:24])=[CH:19][CH:18]=1.CCN(CC)CC. The catalyst is CCO. The product is [C:23]([C:20]1[N:21]=[N:22][C:17]([N:13]2[CH2:12][CH2:11][CH:10]([N:2]([CH3:1])[C:3](=[O:9])[O:4][C:5]([CH3:8])([CH3:6])[CH3:7])[CH2:15][CH2:14]2)=[CH:18][CH:19]=1)#[N:24]. The yield is 0.281. (4) The reactants are [C:1]([O:5][C:6]([N:8]1[CH2:13][CH2:12][CH:11]([C:14]2[C:19](Br)=[CH:18][CH:17]=[CH:16][N:15]=2)[CH2:10][CH2:9]1)=[O:7])([CH3:4])([CH3:3])[CH3:2].C[C:22]1[CH:23]=[C:24](B(O)O)[CH:25]=[CH:26][CH:27]=1.C([O-])([O-])=O.[Na+].[Na+].O. The catalyst is O1CCOCC1.C1C=CC(P(C2C=CC=CC=2)[C-]2C=CC=C2)=CC=1.C1C=CC(P(C2C=CC=CC=2)[C-]2C=CC=C2)=CC=1.Cl[Pd]Cl.[Fe+2]. The product is [C:1]([O:5][C:6]([N:8]1[CH2:13][CH2:12][CH:11]([C:14]2[C:19]([C:22]3[CH:23]=[CH:24][CH:25]=[CH:26][CH:27]=3)=[CH:18][CH:17]=[CH:16][N:15]=2)[CH2:10][CH2:9]1)=[O:7])([CH3:4])([CH3:3])[CH3:2]. The yield is 0.850. (5) The reactants are [Na].[NH2:2][C:3]1[CH:4]=[C:5]2[CH2:11][C:10]3([CH:16]4[CH2:17][CH2:18][N:13]([CH2:14][CH2:15]4)[CH2:12]3)[O:9][C:6]2=[N:7][CH:8]=1.[CH2:19]=O.[BH4-].[Na+].[OH-].[K+]. The catalyst is CO. The product is [CH3:19][NH:2][C:3]1[CH:4]=[C:5]2[CH2:11][C:10]3([CH:16]4[CH2:15][CH2:14][N:13]([CH2:18][CH2:17]4)[CH2:12]3)[O:9][C:6]2=[N:7][CH:8]=1. The yield is 0.640.